The task is: Predict the reactants needed to synthesize the given product.. This data is from Full USPTO retrosynthesis dataset with 1.9M reactions from patents (1976-2016). The reactants are: [Cl:1][C:2]1[CH:7]=[CH:6][CH:5]=[C:4]([Cl:8])[C:3]=1[CH2:9][O:10][C:11]1[CH:16]=[CH:15][C:14]2[C:17]3([CH2:23][O:24][C:13]=2[CH:12]=1)[CH2:22][CH2:21][NH:20][CH2:19][CH2:18]3.[C:25]([O:32]CC)(=[O:31])[CH2:26][CH2:27][C:28]([CH3:30])=O.C(O[BH-](OC(=O)C)OC(=O)C)(=O)C.[Na+]. Given the product [Cl:8][C:4]1[CH:5]=[CH:6][CH:7]=[C:2]([Cl:1])[C:3]=1[CH2:9][O:10][C:11]1[CH:16]=[CH:15][C:14]2[C:17]3([CH2:23][O:24][C:13]=2[CH:12]=1)[CH2:18][CH2:19][N:20]([CH:28]([CH3:30])[CH2:27][CH2:26][C:25]([OH:32])=[O:31])[CH2:21][CH2:22]3, predict the reactants needed to synthesize it.